Dataset: Catalyst prediction with 721,799 reactions and 888 catalyst types from USPTO. Task: Predict which catalyst facilitates the given reaction. (1) Reactant: [CH3:1][O:2][CH2:3][CH2:4][NH2:5].C(=O)([O-])[O-].[K+].[K+].Br[CH2:13][C:14]([O:16][CH3:17])=[O:15]. Product: [CH3:1][O:2][CH2:3][CH2:4][NH:5][CH2:13][C:14]([O:16][CH3:17])=[O:15]. The catalyst class is: 10. (2) Reactant: [CH2:1]([N:8]1[CH2:13][C@@H:12]([N+:14]([O-:16])=[O:15])[C@H:11]([C:17]2[CH:22]=[CH:21][CH:20]=[CH:19][C:18]=2[F:23])[CH2:10][C:9]1=O)[C:2]1[CH:7]=[CH:6][CH:5]=[CH:4][CH:3]=1.CSC.B.CO.[ClH:31]. Product: [ClH:31].[CH2:1]([N:8]1[CH2:9][CH2:10][C@@H:11]([C:17]2[CH:22]=[CH:21][CH:20]=[CH:19][C:18]=2[F:23])[C@H:12]([N+:14]([O-:16])=[O:15])[CH2:13]1)[C:2]1[CH:7]=[CH:6][CH:5]=[CH:4][CH:3]=1. The catalyst class is: 1. (3) Reactant: [Cl:1][C:2]1[S:6][C:5]([S:7]([NH:10][C@H:11]([C:17](O)=[O:18])[CH:12]([CH2:15][CH3:16])[CH2:13][CH3:14])(=[O:9])=[O:8])=[CH:4][CH:3]=1. Product: [Cl:1][C:2]1[S:6][C:5]([S:7]([NH:10][C@H:11]([CH2:17][OH:18])[CH:12]([CH2:13][CH3:14])[CH2:15][CH3:16])(=[O:9])=[O:8])=[CH:4][CH:3]=1. The catalyst class is: 1. (4) Reactant: Cl.[F:2][C:3]([F:34])([F:33])[C:4]1[CH:5]=[C:6]([CH:26]=[C:27]([C:29]([F:32])([F:31])[F:30])[CH:28]=1)[CH2:7][N:8]([CH3:25])[C:9]([C@@H:11]1[CH2:16][CH2:15][NH:14][CH2:13][C@H:12]1[C:17]1[CH:22]=[CH:21][C:20]([F:23])=[CH:19][C:18]=1[CH3:24])=[O:10].Br[C:36]1[S:37][C:38]([N+:41]([O-:43])=[O:42])=[CH:39][N:40]=1.C(=O)([O-])O.[Na+].O. Product: [F:34][C:3]([F:2])([F:33])[C:4]1[CH:5]=[C:6]([CH:26]=[C:27]([C:29]([F:30])([F:31])[F:32])[CH:28]=1)[CH2:7][N:8]([CH3:25])[C:9]([C@@H:11]1[CH2:16][CH2:15][N:14]([C:36]2[S:37][C:38]([N+:41]([O-:43])=[O:42])=[CH:39][N:40]=2)[CH2:13][C@H:12]1[C:17]1[CH:22]=[CH:21][C:20]([F:23])=[CH:19][C:18]=1[CH3:24])=[O:10]. The catalyst class is: 14. (5) Reactant: [CH3:1][S:2](Cl)(=[O:4])=[O:3].[N+:6]([C:9]1[CH:15]=[CH:14][CH:13]=[CH:12][C:10]=1[NH2:11])([O-:8])=[O:7]. Product: [N+:6]([C:9]1[CH:15]=[CH:14][CH:13]=[CH:12][C:10]=1[NH:11][S:2]([CH3:1])(=[O:4])=[O:3])([O-:8])=[O:7]. The catalyst class is: 17. (6) Reactant: O1CCCC1.[S:6]1[CH:10]=[CH:9][C:8]([CH2:11][O:12][C:13]2[CH:18]=[CH:17][C:16]([CH2:19][C:20](Cl)=[N:21][OH:22])=[CH:15][CH:14]=2)=[CH:7]1.[C:24]([C:26]1[C:27]([NH2:32])=[N:28][CH:29]=[CH:30][CH:31]=1)#[CH:25].C(N(CC)CC)C. Product: [S:6]1[CH:10]=[CH:9][C:8]([CH2:11][O:12][C:13]2[CH:18]=[CH:17][C:16]([CH2:19][C:20]3[CH:25]=[C:24]([C:26]4[C:27]([NH2:32])=[N:28][CH:29]=[CH:30][CH:31]=4)[O:22][N:21]=3)=[CH:15][CH:14]=2)=[CH:7]1. The catalyst class is: 6. (7) Reactant: [CH3:1][N:2]([CH3:28])[C:3]([N:5]1[C:14]2[C:9](=[CH:10][CH:11]=[CH:12][CH:13]=2)[N:8]([C:15]([N:17]2[CH2:21][CH2:20][CH:19]([C:22]3[CH:23]=[N:24][CH:25]=[CH:26][CH:27]=3)[CH2:18]2)=[O:16])[CH2:7][CH2:6]1)=[O:4].[ClH:29]. Product: [ClH:29].[CH3:1][N:2]([CH3:28])[C:3]([N:5]1[C:14]2[C:9](=[CH:10][CH:11]=[CH:12][CH:13]=2)[N:8]([C:15]([N:17]2[CH2:21][CH2:20][CH:19]([C:22]3[CH:23]=[N:24][CH:25]=[CH:26][CH:27]=3)[CH2:18]2)=[O:16])[CH2:7][CH2:6]1)=[O:4]. The catalyst class is: 363. (8) Reactant: [C:1]([N:4]([C@H:16]1[C:25]2[C:20](=[CH:21][CH:22]=[CH:23][CH:24]=2)[N:19]([C:26](=[O:35])[C:27]2[CH:32]=[CH:31][C:30]([O:33][CH3:34])=[CH:29][CH:28]=2)[C@@H:18]([CH3:36])[CH2:17]1)[C:5]1[CH:10]=[CH:9][C:8]([CH2:11][CH2:12][C:13](O)=[O:14])=[CH:7][CH:6]=1)(=[O:3])[CH3:2].C([N:40](C1C2C(=CC=CC=2)N(C(=O)C2C=CC(OC)=CC=2)C(C)C1)C1C=CC(CCC(O)=O)=CC=1)(=O)C.CN(C(ON1N=NC2C=CC=NC1=2)=[N+](C)C)C.F[P-](F)(F)(F)(F)F.C1C=CC2N(O)N=NC=2C=1.[NH4+].[Cl-].CCN(C(C)C)C(C)C. Product: [C:1]([N:4]([C@H:16]1[C:25]2[C:20](=[CH:21][CH:22]=[CH:23][CH:24]=2)[N:19]([C:26](=[O:35])[C:27]2[CH:28]=[CH:29][C:30]([O:33][CH3:34])=[CH:31][CH:32]=2)[C@@H:18]([CH3:36])[CH2:17]1)[C:5]1[CH:10]=[CH:9][C:8]([CH2:11][CH2:12][C:13]([NH2:40])=[O:14])=[CH:7][CH:6]=1)(=[O:3])[CH3:2]. The catalyst class is: 9. (9) Reactant: [CH2:1]([O:8][C:9](=[O:18])[CH2:10][C:11]1[CH:16]=[CH:15][CH:14]=[C:13]([OH:17])[CH:12]=1)[C:2]1[CH:7]=[CH:6][CH:5]=[CH:4][CH:3]=1.N1C=CC=CC=1.[F:25][C:26]([F:39])([F:38])[S:27](O[S:27]([C:26]([F:39])([F:38])[F:25])(=[O:29])=[O:28])(=[O:29])=[O:28].Cl. Product: [CH2:1]([O:8][C:9](=[O:18])[CH2:10][C:11]1[CH:16]=[CH:15][CH:14]=[C:13]([O:17][S:27]([C:26]([F:39])([F:38])[F:25])(=[O:29])=[O:28])[CH:12]=1)[C:2]1[CH:3]=[CH:4][CH:5]=[CH:6][CH:7]=1. The catalyst class is: 280.